From a dataset of Reaction yield outcomes from USPTO patents with 853,638 reactions. Predict the reaction yield, written as a fraction of the theoretical maximum amount of product (1.0 means a 100% yield; for example, 0.34 means a 34% yield). The reactants are [C:1]([CH2:3][C:4]([O:6][CH2:7][CH3:8])=[O:5])#[N:2].[C:9](OCC)(OCC)([O:11][CH2:12][CH3:13])[CH3:10]. The catalyst is C(OC(=O)C)(=O)C. The product is [C:1](/[C:3](=[C:9](\[O:11][CH2:12][CH3:13])/[CH3:10])/[C:4]([O:6][CH2:7][CH3:8])=[O:5])#[N:2]. The yield is 0.280.